Dataset: Full USPTO retrosynthesis dataset with 1.9M reactions from patents (1976-2016). Task: Predict the reactants needed to synthesize the given product. (1) The reactants are: [C:1]([O:9][C:10]1[C:15](=[O:16])[N:14]([CH3:17])[C:13]([C:18]2([CH3:41])[CH2:23][N:22]([C:24]([O:26][C:27]([CH3:30])([CH3:29])[CH3:28])=[O:25])[CH2:21][CH2:20][N:19]2C(OCC2C=CC=CC=2)=O)=[N:12][C:11]=1[C:42]([O:44][CH3:45])=[O:43])(=[O:8])[C:2]1[CH:7]=[CH:6][CH:5]=[CH:4][CH:3]=1. Given the product [C:1]([O:9][C:10]1[C:15](=[O:16])[N:14]([CH3:17])[C:13]([C:18]2([CH3:41])[CH2:23][N:22]([C:24]([O:26][C:27]([CH3:29])([CH3:30])[CH3:28])=[O:25])[CH2:21][CH2:20][NH:19]2)=[N:12][C:11]=1[C:42]([O:44][CH3:45])=[O:43])(=[O:8])[C:2]1[CH:7]=[CH:6][CH:5]=[CH:4][CH:3]=1, predict the reactants needed to synthesize it. (2) Given the product [CH:1]1([NH:4][C:5](=[O:37])[C:6](=[O:36])[C@@H:7]([NH:10][C:11]([C@@H:13]2[CH2:17][C@@H:16]([S:18]([C:21]3[CH:26]=[CH:25][C:24]([CH3:27])=[CH:23][C:22]=3[CH3:28])(=[O:19])=[O:20])[CH2:15][N:14]2[C:29]([O:31][C:32]([CH3:34])([CH3:33])[CH3:35])=[O:30])=[O:12])[CH2:8][CH3:9])[CH2:3][CH2:2]1, predict the reactants needed to synthesize it. The reactants are: [CH:1]1([NH:4][C:5](=[O:37])[C@@H:6]([OH:36])[C@@H:7]([NH:10][C:11]([C@@H:13]2[CH2:17][C@@H:16]([S:18]([C:21]3[CH:26]=[CH:25][C:24]([CH3:27])=[CH:23][C:22]=3[CH3:28])(=[O:20])=[O:19])[CH2:15][N:14]2[C:29]([O:31][C:32]([CH3:35])([CH3:34])[CH3:33])=[O:30])=[O:12])[CH2:8][CH3:9])[CH2:3][CH2:2]1.CC(OI1(OC(C)=O)(OC(C)=O)OC(=O)C2C=CC=CC1=2)=O.